This data is from Forward reaction prediction with 1.9M reactions from USPTO patents (1976-2016). The task is: Predict the product of the given reaction. (1) Given the reactants [NH2:1]OS(O)(=O)=O.[NH:7]1[CH:11]=[CH:10][N:9]=[C:8]1[C:12]([O:14][CH2:15][CH3:16])=[O:13].C([O-])([O-])=O.[K+].[K+], predict the reaction product. The product is: [NH2:1][N:7]1[CH:11]=[CH:10][N:9]=[C:8]1[C:12]([O:14][CH2:15][CH3:16])=[O:13]. (2) Given the reactants [NH:1]1[C:8](=[O:9])[CH2:7][C:5](=[O:6])[NH:4][C:2]1=[S:3].[OH-].[Na+].I[CH2:13][CH2:14][CH3:15].Cl, predict the reaction product. The product is: [OH:9][C:8]1[CH:7]=[C:5]([OH:6])[N:4]=[C:2]([S:3][CH2:13][CH2:14][CH3:15])[N:1]=1. (3) Given the reactants [CH2:1]1[CH2:11][O:10][C:3]2([C:7]3([CH2:9][CH2:8]3)[CH2:6][NH:5][CH2:4]2)[O:2]1.[F:12][C:13]1[CH:14]=[C:15]([N+:21]([O-:23])=[O:22])[CH:16]=[C:17]([F:20])[C:18]=1F, predict the reaction product. The product is: [F:12][C:13]1[CH:14]=[C:15]([N+:21]([O-:23])=[O:22])[CH:16]=[C:17]([F:20])[C:18]=1[N:5]1[CH2:4][C:3]2([O:2][CH2:1][CH2:11][O:10]2)[C:7]2([CH2:8][CH2:9]2)[CH2:6]1. (4) Given the reactants [Cl:1][C:2]1[CH:7]=[CH:6][CH:5]=[CH:4][C:3]=1[NH:8][C:9]1[N:19]=[C:18]([NH:20][C:21]2[CH:26]=[CH:25][C:24]([N:27]3[CH2:32][CH2:31][N:30](C(OC(C)(C)C)=O)[CH2:29][CH2:28]3)=[CH:23][C:22]=2[O:40][CH3:41])[C:12]2[C:13](=[O:17])[NH:14][N:15]=[CH:16][C:11]=2[CH:10]=1.FC(F)(F)C(O)=O, predict the reaction product. The product is: [Cl:1][C:2]1[CH:7]=[CH:6][CH:5]=[CH:4][C:3]=1[NH:8][C:9]1[N:19]=[C:18]([NH:20][C:21]2[CH:26]=[CH:25][C:24]([N:27]3[CH2:32][CH2:31][NH:30][CH2:29][CH2:28]3)=[CH:23][C:22]=2[O:40][CH3:41])[C:12]2[C:13](=[O:17])[NH:14][N:15]=[CH:16][C:11]=2[CH:10]=1. (5) Given the reactants [O-]S(C(F)(F)F)(=O)=O.[CH3:9][S+:10]([CH3:54])[C:11]1[CH:12]=[C:13]([N:17]([C:48]2[CH:53]=[CH:52][CH:51]=[CH:50][CH:49]=2)[C:18]2[CH:23]=[CH:22][C:21]([CH:24]=[CH:25][C:26]3[CH:31]=[CH:30][C:29]([N:32]([C:42]4[CH:47]=[CH:46][CH:45]=[CH:44][CH:43]=4)[C:33]4[CH:34]=[C:35]([S+:39]([CH3:41])[CH3:40])[CH:36]=[CH:37][CH:38]=4)=[CH:28][CH:27]=3)=[CH:20][CH:19]=2)[CH:14]=[CH:15][CH:16]=1.[O-]S(C(F)(F)F)(=O)=O.[F:63][Sb-:64]([F:69])([F:68])([F:67])([F:66])[F:65].[Na+], predict the reaction product. The product is: [F:63][Sb-:64]([F:69])([F:68])([F:67])([F:66])[F:65].[CH3:41][S+:39]([CH3:40])[C:35]1[CH:34]=[C:33]([N:32]([C:42]2[CH:43]=[CH:44][CH:45]=[CH:46][CH:47]=2)[C:29]2[CH:28]=[CH:27][C:26]([CH:25]=[CH:24][C:21]3[CH:22]=[CH:23][C:18]([N:17]([C:48]4[CH:49]=[CH:50][CH:51]=[CH:52][CH:53]=4)[C:13]4[CH:12]=[C:11]([S+:10]([CH3:9])[CH3:54])[CH:16]=[CH:15][CH:14]=4)=[CH:19][CH:20]=3)=[CH:31][CH:30]=2)[CH:38]=[CH:37][CH:36]=1.[F:63][Sb-:64]([F:69])([F:68])([F:67])([F:66])[F:65]. (6) Given the reactants Cl[CH2:2][CH2:3][C@@H:4]([C:6]1[CH:11]=[CH:10][CH:9]=[CH:8][CH:7]=1)[OH:5].[CH3:12][CH:13]([CH3:29])[C:14]([NH:16][C:17]1[CH:22]=[CH:21][CH:20]=[C:19]([CH:23]2[CH2:28][CH2:27][NH:26][CH2:25][CH2:24]2)[CH:18]=1)=[O:15].C(N(C(C)C)CC)(C)C, predict the reaction product. The product is: [OH:5][C@H:4]([C:6]1[CH:11]=[CH:10][CH:9]=[CH:8][CH:7]=1)[CH2:3][CH2:2][N:26]1[CH2:27][CH2:28][CH:23]([C:19]2[CH:18]=[C:17]([NH:16][C:14](=[O:15])[CH:13]([CH3:12])[CH3:29])[CH:22]=[CH:21][CH:20]=2)[CH2:24][CH2:25]1. (7) Given the reactants [NH2:1][C:2]1[C:3]2[C:10]([C:11]3[CH:16]=[CH:15][C:14]([O:17][C:18]4[CH:23]=[CH:22][CH:21]=[CH:20][CH:19]=4)=[CH:13][CH:12]=3)=[CH:9][N:8]([C@@H:24]3[CH2:29][CH2:28][CH2:27][N:26](C(OC(C)(C)C)=O)[CH2:25]3)[C:4]=2[N:5]=[CH:6][N:7]=1.C(O)(C(F)(F)F)=O, predict the reaction product. The product is: [O:17]([C:14]1[CH:13]=[CH:12][C:11]([C:10]2[C:3]3[C:2]([NH2:1])=[N:7][CH:6]=[N:5][C:4]=3[N:8]([C@@H:24]3[CH2:29][CH2:28][CH2:27][NH:26][CH2:25]3)[CH:9]=2)=[CH:16][CH:15]=1)[C:18]1[CH:23]=[CH:22][CH:21]=[CH:20][CH:19]=1. (8) Given the reactants [CH2:1]([N:5]1[CH:9]=[CH:8][N:7]=[CH:6]1)[CH2:2][CH2:3][CH3:4].[ClH:10].[CH2:11]1[O:14][CH:12]1[CH3:13], predict the reaction product. The product is: [Cl-:10].[OH:14][CH:12]([CH3:13])[CH2:11][N+:7]1[CH:8]=[CH:9][N:5]([CH2:1][CH2:2][CH2:3][CH3:4])[CH:6]=1. (9) The product is: [CH2:18]([O:25][C:26]1[CH:27]=[CH:28][C:29]([N:30]2[C:2]3=[N:3][CH:4]=[CH:5][C:6]([CH3:16])=[C:7]3[NH:8][C:9]2=[O:15])=[CH:31][CH:32]=1)[C:19]1[CH:20]=[CH:21][CH:22]=[CH:23][CH:24]=1. Given the reactants Cl[C:2]1[C:7]([NH:8][C:9](=[O:15])OC(C)(C)C)=[C:6]([CH3:16])[CH:5]=[CH:4][N:3]=1.Cl.[CH2:18]([O:25][C:26]1[CH:32]=[CH:31][C:29]([NH2:30])=[CH:28][CH:27]=1)[C:19]1[CH:24]=[CH:23][CH:22]=[CH:21][CH:20]=1.CC1(C)C2C=CC=C(P(C3C=CC=CC=3)C3C=CC=CC=3)C=2OC2C1=CC=CC=2P(C1C=CC=CC=1)C1C=CC=CC=1.CC(C)([O-])C.[Na+], predict the reaction product. (10) Given the reactants [NH2:1][C:2]1[N:6]([C:7]2[CH:12]=[CH:11][C:10]([O:13][CH3:14])=[CH:9][CH:8]=2)[N:5]=[CH:4][CH:3]=1.[ClH:15].[N:16](OCCC(C)C)=[O:17], predict the reaction product. The product is: [ClH:15].[NH2:1][C:2]1[N:6]([C:7]2[CH:8]=[CH:9][C:10]([O:13][CH3:14])=[CH:11][CH:12]=2)[N:5]=[CH:4][C:3]=1[N:16]=[O:17].